The task is: Predict the product of the given reaction.. This data is from Forward reaction prediction with 1.9M reactions from USPTO patents (1976-2016). (1) Given the reactants P(Cl)(Cl)(Cl)=O.[CH2:6]([O:13][C:14]([NH:16][CH:17]1[CH2:22][CH2:21][CH:20]([C@H:23]([NH:34][C:35]([O:37][C:38]([CH3:41])([CH3:40])[CH3:39])=[O:36])[C:24]([N:26]2[CH2:33][CH2:32][CH2:31][C@H:27]2[C:28]([NH2:30])=O)=[O:25])[CH2:19][CH2:18]1)=[O:15])[C:7]1[CH:12]=[CH:11][CH:10]=[CH:9][CH:8]=1.N1C=CN=C1, predict the reaction product. The product is: [C:38]([O:37][C:35]([NH:34][C@@H:23]([C@H:20]1[CH2:21][CH2:22][C@H:17]([NH:16][C:14](=[O:15])[O:13][CH2:6][C:7]2[CH:12]=[CH:11][CH:10]=[CH:9][CH:8]=2)[CH2:18][CH2:19]1)[C:24]([N:26]1[CH2:33][CH2:32][CH2:31][C@H:27]1[C:28]#[N:30])=[O:25])=[O:36])([CH3:41])([CH3:39])[CH3:40]. (2) Given the reactants [F:1][C:2]1[CH:33]=[CH:32][C:5]([CH2:6][C:7]2[CH:16]=[C:15]3[C:10]([C:11]([OH:31])=[C:12]([C:26](OCC)=[O:27])[C:13](=[O:25])[N:14]3[CH2:17][CH2:18][N:19]3[CH2:23][CH2:22][CH2:21][C:20]3=[O:24])=[N:9][CH:8]=2)=[CH:4][CH:3]=1.[NH2:34][CH:35]([CH2:38][CH2:39][CH3:40])[CH2:36][OH:37], predict the reaction product. The product is: [F:1][C:2]1[CH:33]=[CH:32][C:5]([CH2:6][C:7]2[CH:16]=[C:15]3[C:10]([C:11]([OH:31])=[C:12]([C:26]([NH:34][CH:35]([CH2:36][OH:37])[CH2:38][CH2:39][CH3:40])=[O:27])[C:13](=[O:25])[N:14]3[CH2:17][CH2:18][N:19]3[CH2:23][CH2:22][CH2:21][C:20]3=[O:24])=[N:9][CH:8]=2)=[CH:4][CH:3]=1. (3) Given the reactants [Br:1][C:2]1[CH:14]=[CH:13][C:12]2[C:11]3[C:6](=[CH:7][C:8]([Br:15])=[CH:9][CH:10]=3)[C:5]3([CH2:20][CH2:19][C:18](=[O:21])[CH2:17][CH2:16]3)[C:4]=2[CH:3]=1.C1C=C(Cl)C=C(C(OO)=[O:30])C=1.C([O-])(O)=O.[Na+], predict the reaction product. The product is: [Br:15][C:8]1[CH:9]=[CH:10][C:11]2[C:12]3[C:4]([C:5]4([CH2:20][CH2:19][O:30][C:18](=[O:21])[CH2:17][CH2:16]4)[C:6]=2[CH:7]=1)=[CH:3][C:2]([Br:1])=[CH:14][CH:13]=3. (4) Given the reactants C([O:5][C:6](=[O:32])/[CH:7]=[CH:8]/[C:9]1[CH:14]=[CH:13][C:12]([C:15]2[O:16][C:17]3[N:18]=[C:19]([O:24][C:25]4[CH:30]=[CH:29][CH:28]=[CH:27][C:26]=4[F:31])[N:20]=[CH:21][C:22]=3[N:23]=2)=[CH:11][CH:10]=1)(C)(C)C, predict the reaction product. The product is: [F:31][C:26]1[CH:27]=[CH:28][CH:29]=[CH:30][C:25]=1[O:24][C:19]1[N:20]=[CH:21][C:22]2[N:23]=[C:15]([C:12]3[CH:11]=[CH:10][C:9](/[CH:8]=[CH:7]/[C:6]([OH:32])=[O:5])=[CH:14][CH:13]=3)[O:16][C:17]=2[N:18]=1. (5) The product is: [CH2:5]([O:12][C:13]1[C:14]([CH3:21])=[CH:15][C:16]([F:20])=[C:17]([OH:2])[CH:19]=1)[C:6]1[CH:11]=[CH:10][CH:9]=[CH:8][CH:7]=1. Given the reactants N([O-])=[O:2].[Na+].[CH2:5]([O:12][C:13]1[C:14]([CH3:21])=[CH:15][C:16]([F:20])=[C:17]([CH:19]=1)N)[C:6]1[CH:11]=[CH:10][CH:9]=[CH:8][CH:7]=1, predict the reaction product. (6) Given the reactants [F:1][C:2]1[CH:7]=[C:6]([C:8]2[C:9]3[C:10]4[CH:23]=[CH:22][S:21][C:11]=4[C:12](=[O:20])[NH:13][C:14]=3[CH:15]=[CH:16][C:17]=2[O:18][CH3:19])[CH:5]=[CH:4][C:3]=1[CH:24]([CH3:34])[CH2:25][NH:26][C:27](=[O:33])[O:28][C:29]([CH3:32])([CH3:31])[CH3:30].C1C(=O)N([Br:42])C(=O)C1, predict the reaction product. The product is: [Br:42][C:15]1[C:14]2[NH:13][C:12](=[O:20])[C:11]3[S:21][CH:22]=[CH:23][C:10]=3[C:9]=2[C:8]([C:6]2[CH:5]=[CH:4][C:3]([CH:24]([CH3:34])[CH2:25][NH:26][C:27](=[O:33])[O:28][C:29]([CH3:30])([CH3:32])[CH3:31])=[C:2]([F:1])[CH:7]=2)=[C:17]([O:18][CH3:19])[CH:16]=1.